From a dataset of Forward reaction prediction with 1.9M reactions from USPTO patents (1976-2016). Predict the product of the given reaction. Given the reactants Cl.NCC#N.C1CN([P+](ON2N=N[C:25]3[CH:26]=[CH:27][CH:28]=[CH:29][C:24]2=3)(N2CCCC2)N2CCCC2)CC1.F[P-](F)(F)(F)(F)F.C(N(CC)C(C)C)(C)C.C[N:49]([CH:51]=[O:52])C, predict the reaction product. The product is: [C:51]([NH2:49])(=[O:52])[C:24]1[CH:25]=[CH:26][CH:27]=[CH:28][CH:29]=1.